Predict the product of the given reaction. From a dataset of Forward reaction prediction with 1.9M reactions from USPTO patents (1976-2016). (1) Given the reactants [CH2:1]([O:3][C:4]([C:6]1[CH:7]=[N:8][N:9]2[C:14]([CH:15]3[CH2:20][CH2:19][CH2:18][CH2:17][CH2:16]3)=[C:13]([C:21]3[CH:26]=[CH:25][C:24](I)=[CH:23][CH:22]=3)[CH:12]=[N:11][C:10]=12)=[O:5])[CH3:2].B1([CH2:37][C:38]2[CH:43]=[CH:42][CH:41]=[CH:40][CH:39]=2)C2CCCC1CCC2.[OH-].[Na+], predict the reaction product. The product is: [CH2:1]([O:3][C:4]([C:6]1[CH:7]=[N:8][N:9]2[C:14]([CH:15]3[CH2:20][CH2:19][CH2:18][CH2:17][CH2:16]3)=[C:13]([C:21]3[CH:26]=[CH:25][C:24]([CH2:37][C:38]4[CH:43]=[CH:42][CH:41]=[CH:40][CH:39]=4)=[CH:23][CH:22]=3)[CH:12]=[N:11][C:10]=12)=[O:5])[CH3:2]. (2) Given the reactants [Si:1]([O:8][CH2:9][CH2:10][CH2:11][N:12]1[C:17](=[O:18])[C:16]2[CH:19]=[C:20]([Cl:23])[N:21]=[CH:22][C:15]=2[N:14]([CH3:24])[C:13]1=[O:25])([C:4]([CH3:7])([CH3:6])[CH3:5])([CH3:3])[CH3:2].[Li+].CC([N-]C(C)C)C.[Cl:34][C:35]1[CH:42]=[CH:41][C:38]([CH:39]=[O:40])=[CH:37][CH:36]=1, predict the reaction product. The product is: [Si:1]([O:8][CH2:9][CH2:10][CH2:11][N:12]1[C:17](=[O:18])[C:16]2[C:19]([CH:39]([C:38]3[CH:41]=[CH:42][C:35]([Cl:34])=[CH:36][CH:37]=3)[OH:40])=[C:20]([Cl:23])[N:21]=[CH:22][C:15]=2[N:14]([CH3:24])[C:13]1=[O:25])([C:4]([CH3:6])([CH3:7])[CH3:5])([CH3:3])[CH3:2]. (3) Given the reactants Cl.[CH2:2]([O:4][C:5](=[O:32])[CH2:6][C:7]1[CH:8]=[C:9]([C:15]2[CH:20]=[CH:19][C:18]([C:21]3[CH:26]=[CH:25][C:24]([F:27])=[CH:23][N:22]=3)=[CH:17][C:16]=2[CH2:28][NH:29][CH2:30][CH3:31])[C:10]([O:13][CH3:14])=[CH:11][CH:12]=1)[CH3:3].[CH:33]1([C:36](Cl)=[O:37])[CH2:35][CH2:34]1, predict the reaction product. The product is: [CH2:2]([O:4][C:5](=[O:32])[CH2:6][C:7]1[CH:8]=[C:9]([C:15]2[CH:20]=[CH:19][C:18]([C:21]3[CH:26]=[CH:25][C:24]([F:27])=[CH:23][N:22]=3)=[CH:17][C:16]=2[CH2:28][N:29]([C:36]([CH:33]2[CH2:35][CH2:34]2)=[O:37])[CH2:30][CH3:31])[C:10]([O:13][CH3:14])=[CH:11][CH:12]=1)[CH3:3]. (4) The product is: [CH3:1][O:2][C:3](=[O:16])[CH:4]([NH:15][C:30](=[O:31])[C@@H:29]([NH:33][C:34]([O:36][CH2:37][CH:38]1[C:39]2[CH:40]=[CH:41][CH:42]=[CH:43][C:44]=2[C:45]2[C:50]1=[CH:49][CH:48]=[CH:47][CH:46]=2)=[O:35])[CH2:28][CH2:27][CH2:26][CH2:25][NH2:24])[CH2:5][C:6]1[C:14]2[C:9](=[CH:10][CH:11]=[CH:12][CH:13]=2)[NH:8][CH:7]=1. Given the reactants [CH3:1][O:2][C:3](=[O:16])[C@@H:4]([NH2:15])[CH2:5][C:6]1[C:14]2[C:9](=[CH:10][CH:11]=[CH:12][CH:13]=2)[NH:8][CH:7]=1.C(OC([NH:24][CH2:25][CH2:26][CH2:27][CH2:28][C@H:29]([NH:33][C:34]([O:36][CH2:37][CH:38]1[C:50]2[CH:49]=[CH:48][CH:47]=[CH:46][C:45]=2[C:44]2[C:39]1=[CH:40][CH:41]=[CH:42][CH:43]=2)=[O:35])[C:30](O)=[O:31])=O)(C)(C)C, predict the reaction product. (5) Given the reactants [Cl:1][C:2]1[CH:7]=[CH:6][C:5]([C:8]2[CH:13]=[CH:12][CH:11]=[C:10]([CH3:14])[CH:9]=2)=[CH:4][C:3]=1[C:15]([OH:17])=[O:16].[C:18]([O-])([O-])=O.[K+].[K+].CI, predict the reaction product. The product is: [Cl:1][C:2]1[CH:7]=[CH:6][C:5]([C:8]2[CH:13]=[CH:12][CH:11]=[C:10]([CH3:14])[CH:9]=2)=[CH:4][C:3]=1[C:15]([O:17][CH3:18])=[O:16]. (6) Given the reactants [C:1]([O:5][C:6]([N:8]1[CH2:12][CH2:11][CH:10]([N:13]2[CH:17]=[C:16]([C:18]3[CH:23]=[CH:22][C:21]([F:24])=[C:20]([C:25]([F:28])([F:27])[F:26])[CH:19]=3)[N:15]=[C:14]2[CH:29]2[CH2:34][CH2:33][N:32]([C:35]3[C:40]([C:41]#[N:42])=[C:39]([NH2:43])[N:38]=[CH:37][N:36]=3)[CH2:31][CH2:30]2)[CH2:9]1)=[O:7])([CH3:4])([CH3:3])[CH3:2].[OH:44]O, predict the reaction product. The product is: [NH2:43][C:39]1[N:38]=[CH:37][N:36]=[C:35]([N:32]2[CH2:31][CH2:30][CH:29]([C:14]3[N:13]([CH:10]4[CH2:11][CH2:12][N:8]([C:6]([O:5][C:1]([CH3:4])([CH3:2])[CH3:3])=[O:7])[CH2:9]4)[CH:17]=[C:16]([C:18]4[CH:23]=[CH:22][C:21]([F:24])=[C:20]([C:25]([F:28])([F:27])[F:26])[CH:19]=4)[N:15]=3)[CH2:34][CH2:33]2)[C:40]=1[C:41](=[O:44])[NH2:42]. (7) Given the reactants [CH3:1][N:2]1[CH2:7][CH2:6][NH:5][CH2:4][CH2:3]1.[F:8][C:9]1[CH:10]=[C:11]2[C:16](=[CH:17][C:18]=1F)[N:15]([CH2:20][C:21]1[CH:26]=[CH:25][C:24]([C:27]([F:30])([F:29])[F:28])=[CH:23][C:22]=1[F:31])[CH:14]=[C:13]([C:32]#[N:33])[C:12]2=[O:34], predict the reaction product. The product is: [F:8][C:9]1[CH:10]=[C:11]2[C:16](=[CH:17][C:18]=1[N:5]1[CH2:6][CH2:7][N:2]([CH3:1])[CH2:3][CH2:4]1)[N:15]([CH2:20][C:21]1[CH:26]=[CH:25][C:24]([C:27]([F:28])([F:29])[F:30])=[CH:23][C:22]=1[F:31])[CH:14]=[C:13]([C:32]#[N:33])[C:12]2=[O:34]. (8) Given the reactants Br[C:2]1[N:3]=[C:4]([NH:21][C:22]2([C:25]3[CH:30]=[CH:29][CH:28]=[CH:27][C:26]=3[O:31]CC3C=CC=CC=3)[CH2:24][CH2:23]2)[C:5](=[O:20])[N:6]([C:8]2[CH:9]=[C:10]([CH:15]=[C:16]([F:19])[C:17]=2[CH3:18])[C:11]([O:13][CH3:14])=[O:12])[CH:7]=1.C([O-])=O.[NH4+], predict the reaction product. The product is: [F:19][C:16]1[CH:15]=[C:10]([CH:9]=[C:8]([N:6]2[CH:7]=[CH:2][N:3]=[C:4]([NH:21][C:22]3([C:25]4[CH:30]=[CH:29][CH:28]=[CH:27][C:26]=4[OH:31])[CH2:24][CH2:23]3)[C:5]2=[O:20])[C:17]=1[CH3:18])[C:11]([O:13][CH3:14])=[O:12]. (9) Given the reactants [NH:1]1[CH2:6][CH2:5][C:4](=[O:7])[CH2:3][CH2:2]1.Cl[CH2:9][C:10]1[CH:15]=[CH:14][C:13]([C:16]([F:19])([F:18])[F:17])=[CH:12][CH:11]=1, predict the reaction product. The product is: [F:17][C:16]([F:18])([F:19])[C:13]1[CH:14]=[CH:15][C:10]([CH2:9][N:1]2[CH2:6][CH2:5][C:4](=[O:7])[CH2:3][CH2:2]2)=[CH:11][CH:12]=1. (10) Given the reactants [C:1]([C:5]1[CH:10]=[CH:9][C:8]([CH:11]2[CH2:13][CH:12]2[C:14]([NH:16][NH2:17])=[O:15])=[CH:7][CH:6]=1)([CH3:4])([CH3:3])[CH3:2].[CH:18]1[C:27]2[CH:26]=[CH:25][CH:24]=[C:23]([CH:28]=O)[C:22]=2[CH:21]=[CH:20][N:19]=1.CC(O)=O, predict the reaction product. The product is: [C:1]([C:5]1[CH:10]=[CH:9][C:8]([CH:11]2[CH2:13][CH:12]2[C:14]([NH:16]/[N:17]=[CH:28]/[C:23]2[CH:24]=[CH:25][CH:26]=[C:27]3[C:22]=2[CH:21]=[CH:20][N:19]=[CH:18]3)=[O:15])=[CH:7][CH:6]=1)([CH3:4])([CH3:2])[CH3:3].